From a dataset of Experimentally validated miRNA-target interactions with 360,000+ pairs, plus equal number of negative samples. Binary Classification. Given a miRNA mature sequence and a target amino acid sequence, predict their likelihood of interaction. The miRNA is mmu-miR-190b-5p with sequence UGAUAUGUUUGAUAUUGGGUUG. The protein sequence of the target gene is MENMHLRRVRTMPRHSQSLTMAPYSSVSLVEQLEDRILCHEKTTAALVEHAFRIKDDIVNSLQKMQNKGGGDRLARLFLEEHIRNITAIVKQLNRDIEVLQEQIRARDNISYGTNSALKTLEMRQLSGLGDLRGRVARCDASIARLSAEHKTTYEGLQHLNKEQQAAKLILETKIKDAEGQISQLLNRVDLSISEQSTKLKMSHRDSNHQLQLLDTKFKGTVEELSNQILSARSWLQQEQERIEKELLQKIDQLSLIVKENSGASERDMEKKLSQMSARLDKIEEGQKKTFDGQRTRQEE.... Result: 0 (no interaction).